From a dataset of Forward reaction prediction with 1.9M reactions from USPTO patents (1976-2016). Predict the product of the given reaction. (1) Given the reactants [CH3:1][O:2][C:3]1[CH:12]=[C:11]2[C:6]([C:7]([NH:13][C:14]3[CH:19]=[CH:18][C:17]([O:20][C:21]4[CH:26]=[CH:25][CH:24]=[CH:23][CH:22]=4)=[CH:16][CH:15]=3)=[N:8][CH:9]=[N:10]2)=[CH:5][C:4]=1[NH2:27].O1CCOCC1.C(Cl)Cl.[C:37](Cl)(=[O:40])[CH:38]=[CH2:39], predict the reaction product. The product is: [CH3:1][O:2][C:3]1[CH:12]=[C:11]2[C:6]([C:7]([NH:13][C:14]3[CH:15]=[CH:16][C:17]([O:20][C:21]4[CH:26]=[CH:25][CH:24]=[CH:23][CH:22]=4)=[CH:18][CH:19]=3)=[N:8][CH:9]=[N:10]2)=[CH:5][C:4]=1[NH:27][C:37](=[O:40])[CH:38]=[CH2:39]. (2) The product is: [Br:6][C:7]1[C:16]([OH:17])=[CH:15][C:14]2[C:13]([CH3:20])([CH3:19])[CH2:12][CH:11]=[C:10]([CH3:21])[C:9]=2[CH:8]=1. Given the reactants [H-].[Na+].C(S)C.[Br:6][C:7]1[CH:8]=[C:9]2[C:14](=[CH:15][C:16]=1[O:17]C)[C:13]([CH3:20])([CH3:19])[CH2:12][CH:11]=[C:10]2[CH3:21].Cl, predict the reaction product. (3) Given the reactants [F:1][C:2]([C@@H:5]1[CH2:10][CH2:9][C@H:8]([O:11]CC2C=CC=CC=2)[CH2:7][CH2:6]1)([F:4])[CH3:3].[H][H], predict the reaction product. The product is: [F:1][C:2]([C@@H:5]1[CH2:10][CH2:9][C@H:8]([OH:11])[CH2:7][CH2:6]1)([F:4])[CH3:3]. (4) The product is: [Cl:1][C:2]1[CH:10]=[C:9]([CH:11]([NH2:14])[CH3:12])[C:5]2[O:6][CH2:7][O:8][C:4]=2[CH:3]=1. Given the reactants [Cl:1][C:2]1[CH:10]=[C:9]([C:11](=O)[CH3:12])[C:5]2[O:6][CH2:7][O:8][C:4]=2[CH:3]=1.[NH3:14].C(O)C.[BH4-].[Na+], predict the reaction product. (5) Given the reactants [C:1]([C:3]1[C:23]([N+:24]([O-])=O)=[CH:22][CH:21]=[CH:20][C:4]=1[O:5][CH2:6][CH:7]1[CH2:12][CH2:11][CH2:10][N:9]([C:13]([O:15][C:16]([CH3:19])([CH3:18])[CH3:17])=[O:14])[CH2:8]1)#[N:2].C(OC(C)(C)C)=O, predict the reaction product. The product is: [NH2:24][C:23]1[C:3]([C:1]#[N:2])=[C:4]([CH:20]=[CH:21][CH:22]=1)[O:5][CH2:6][CH:7]1[CH2:12][CH2:11][CH2:10][N:9]([C:13]([O:15][C:16]([CH3:19])([CH3:17])[CH3:18])=[O:14])[CH2:8]1. (6) Given the reactants Cl[C:2]1[N:7]=[C:6]([NH:8][C:9]([C:11]2([C:14]3[CH:24]=[CH:23][C:17]4[O:18][C:19]([F:22])([F:21])[O:20][C:16]=4[CH:15]=3)[CH2:13][CH2:12]2)=[O:10])[CH:5]=[CH:4][C:3]=1[CH3:25].[C:26]([C:28]1[C:29](=[O:48])[N:30]([CH2:43][C:44]([O:46][CH3:47])=[O:45])[CH:31]=[C:32](B2OC(C)(C)C(C)(C)O2)[CH:33]=1)#[N:27].C([O-])([O-])=O.[Na+].[Na+], predict the reaction product. The product is: [C:26]([C:28]1[C:29](=[O:48])[N:30]([CH2:43][C:44]([O:46][CH3:47])=[O:45])[CH:31]=[C:32]([C:2]2[C:3]([CH3:25])=[CH:4][CH:5]=[C:6]([NH:8][C:9]([C:11]3([C:14]4[CH:24]=[CH:23][C:17]5[O:18][C:19]([F:21])([F:22])[O:20][C:16]=5[CH:15]=4)[CH2:12][CH2:13]3)=[O:10])[N:7]=2)[CH:33]=1)#[N:27].